This data is from Peptide-MHC class I binding affinity with 185,985 pairs from IEDB/IMGT. The task is: Regression. Given a peptide amino acid sequence and an MHC pseudo amino acid sequence, predict their binding affinity value. This is MHC class I binding data. (1) The peptide sequence is VPHVIEEVM. The MHC is HLA-B54:01 with pseudo-sequence HLA-B54:01. The binding affinity (normalized) is 0.128. (2) The peptide sequence is EDTGEAREVA. The MHC is Mamu-B01 with pseudo-sequence Mamu-B01. The binding affinity (normalized) is 0. (3) The peptide sequence is KSINKVYGK. The MHC is HLA-A24:02 with pseudo-sequence HLA-A24:02. The binding affinity (normalized) is 0.0227.